This data is from Full USPTO retrosynthesis dataset with 1.9M reactions from patents (1976-2016). The task is: Predict the reactants needed to synthesize the given product. (1) Given the product [F:19][C:16]1[CH:17]=[CH:18][C:13]([C:12]2[N:11]=[CH:10][N:9]([CH3:20])[C:8]=2[C:6]2[CH:5]=[CH:4][N:3]=[C:2]([NH2:51])[CH:7]=2)=[CH:14][CH:15]=1, predict the reactants needed to synthesize it. The reactants are: Br[C:2]1[CH:7]=[C:6]([C:8]2[N:9]([CH3:20])[CH:10]=[N:11][C:12]=2[C:13]2[CH:18]=[CH:17][C:16]([F:19])=[CH:15][CH:14]=2)[CH:5]=[CH:4][N:3]=1.C1(P(C2CCCCC2)C2C=CC=CC=2C2C=CC=CC=2)CCCCC1.[Li+].C[Si]([N-:51][Si](C)(C)C)(C)C.[NH4+].[Cl-]. (2) Given the product [C:2]1([NH:1][S:14]([C:8]2[CH:13]=[CH:12][CH:11]=[CH:10][CH:9]=2)(=[O:16])=[O:15])[CH:7]=[CH:6][CH:5]=[CH:4][CH:3]=1, predict the reactants needed to synthesize it. The reactants are: [NH2:1][C:2]1[CH:7]=[CH:6][CH:5]=[CH:4][CH:3]=1.[C:8]1([S:14](Cl)(=[O:16])=[O:15])[CH:13]=[CH:12][CH:11]=[CH:10][CH:9]=1. (3) Given the product [CH3:29][S:30]([C:2]1[CH:28]=[CH:27][C:5]2[N:6]([CH2:9][C:10]3[CH:26]=[CH:25][C:13]4[N:14]=[C:15]([NH:17][C@@H:18]5[CH2:23][CH2:22][CH2:21][CH2:20][C@H:19]5[OH:24])[S:16][C:12]=4[CH:11]=3)[CH:7]=[N:8][C:4]=2[CH:3]=1)(=[O:32])=[O:31], predict the reactants needed to synthesize it. The reactants are: Br[C:2]1[CH:28]=[CH:27][C:5]2[N:6]([CH2:9][C:10]3[CH:26]=[CH:25][C:13]4[N:14]=[C:15]([NH:17][C@@H:18]5[CH2:23][CH2:22][CH2:21][CH2:20][C@H:19]5[OH:24])[S:16][C:12]=4[CH:11]=3)[CH:7]=[N:8][C:4]=2[CH:3]=1.[CH3:29][S:30]([O-:32])=[O:31].[Na+].CN(C)CCN. (4) Given the product [CH2:1]([O:3][C:4]([C:5]1[N:8]=[C:10]([CH2:11][CH3:12])[N:22]([C:23]2[CH:28]=[CH:27][CH:26]=[CH:25][CH:24]=2)[C:6]=1[NH2:7])=[O:9])[CH3:2], predict the reactants needed to synthesize it. The reactants are: [CH2:1]([O:3][C:4](=[O:9])[CH:5]([NH2:8])[C:6]#[N:7])[CH3:2].[C:10](OCC)(OCC)(OCC)[CH2:11][CH3:12].[NH2:22][C:23]1[CH:28]=[CH:27][CH:26]=[CH:25][CH:24]=1.